Dataset: Forward reaction prediction with 1.9M reactions from USPTO patents (1976-2016). Task: Predict the product of the given reaction. (1) The product is: [OH:13]/[N:12]=[C:11](\[Cl:23])/[C:9]1[CH:8]=[CH:7][C:6]2[B:2]([OH:1])[O:3][C:4]([CH3:15])([CH3:14])[C:5]=2[CH:10]=1. Given the reactants [OH:1][B:2]1[C:6]2[CH:7]=[CH:8][C:9]([CH:11]=[N:12][OH:13])=[CH:10][C:5]=2[C:4]([CH3:15])([CH3:14])[O:3]1.C1C(=O)N([Cl:23])C(=O)C1, predict the reaction product. (2) Given the reactants FC(F)(F)C(O)=O.C(OC(=O)[NH:14][C@@H:15]([CH2:29][N:30]1[CH2:35][C:34](=[O:36])[N:33]([C:37]2[CH:42]=[CH:41][CH:40]=[CH:39][C:38]=2[CH3:43])[CH2:32][C:31]1([CH3:45])[CH3:44])[C@@H:16]([OH:28])[CH2:17][C@H:18]([C:20](=[O:27])[NH:21][CH2:22][C:23]([CH3:26])([CH3:25])[CH3:24])[CH3:19])(C)(C)C.[C:47]([OH:54])(=[O:53])/[CH:48]=[CH:49]/[C:50]([OH:52])=[O:51].[CH3:55][C:56]([CH3:86])([CH3:85])[CH2:57][NH:58][C:59](=[O:84])[C@H:60]([CH3:83])[CH2:61][C@H:62]([OH:82])[C@@H:63]([NH2:81])[CH2:64][N:65]1[CH2:70][C:69](=[O:71])[N:68]([C:72]2[CH:77]=[CH:76][CH:75]=[CH:74][C:73]=2[CH3:78])[CH2:67][C:66]1([CH3:80])[CH3:79], predict the reaction product. The product is: [C:47]([OH:54])(=[O:53])/[CH:48]=[CH:49]/[C:50]([OH:52])=[O:51].[CH3:25][C:23]([CH3:24])([CH3:26])[CH2:22][NH:21][C:20](=[O:27])[C@H:18]([CH3:19])[CH2:17][C@H:16]([OH:28])[C@@H:15]([NH2:14])[CH2:29][N:30]1[CH2:35][C:34](=[O:36])[N:33]([C:37]2[CH:42]=[CH:41][CH:40]=[CH:39][C:38]=2[CH3:43])[CH2:32][C:31]1([CH3:44])[CH3:45].[NH2:81][C@@H:63]([CH2:64][N:65]1[CH2:70][C:69](=[O:71])[N:68]([C:72]2[CH:77]=[CH:76][CH:75]=[CH:74][C:73]=2[CH3:78])[CH2:67][C:66]1([CH3:79])[CH3:80])[C@@H:62]([OH:82])[CH2:61][C@@H:60]([CH3:83])[C:59]([NH:58][CH2:57][C:56]([CH3:86])([CH3:85])[CH3:55])=[O:84]. (3) Given the reactants Cl[C:2]1[S:3][CH:4]=[C:5]([C:7]([O:9][CH3:10])=[O:8])[N:6]=1.[C:11]([N:18]1[CH2:23][CH2:22][NH:21][CH2:20][CH2:19]1)([O:13][C:14]([CH3:17])([CH3:16])[CH3:15])=[O:12].CCN(C(C)C)C(C)C, predict the reaction product. The product is: [CH3:10][O:9][C:7]([C:5]1[N:6]=[C:2]([N:21]2[CH2:20][CH2:19][N:18]([C:11]([O:13][C:14]([CH3:17])([CH3:16])[CH3:15])=[O:12])[CH2:23][CH2:22]2)[S:3][CH:4]=1)=[O:8]. (4) Given the reactants O[C:2]1[CH:7]=[CH:6][C:5]([C:8]([F:11])([F:10])[F:9])=[CH:4][C:3]=1[NH:12][C:13](=[O:21])[C:14]1[CH:19]=[CH:18][N:17]=[CH:16][C:15]=1[CH3:20].C1(P(C2C=CC=CC=2)C2C=CC=CC=2)C=CC=CC=1.N(C(OCC)=O)=NC(OCC)=O.[OH-].[Na+], predict the reaction product. The product is: [CH3:20][C:15]1[CH:16]=[N:17][CH:18]=[CH:19][C:14]=1[C:13]1[O:21][C:2]2[CH:7]=[CH:6][C:5]([C:8]([F:9])([F:10])[F:11])=[CH:4][C:3]=2[N:12]=1. (5) Given the reactants [CH2:1]([O:8][N:9]1[C:15](=[O:16])[N:14]2[CH2:17][C@H:10]1[CH2:11][CH2:12][C@H:13]2[C:18]([OH:20])=O)[C:2]1[CH:7]=[CH:6][CH:5]=[CH:4][CH:3]=1.[O:21]1[CH:25]=[C:24]([C:26]([NH:28][NH2:29])=[O:27])[N:23]=[CH:22]1, predict the reaction product. The product is: [CH2:1]([O:8][N:9]1[C:15](=[O:16])[N:14]2[CH2:17][C@H:10]1[CH2:11][CH2:12][C@H:13]2[C:18]([NH:29][NH:28][C:26]([C:24]1[N:23]=[CH:22][O:21][CH:25]=1)=[O:27])=[O:20])[C:2]1[CH:3]=[CH:4][CH:5]=[CH:6][CH:7]=1. (6) Given the reactants [NH2:1][C:2]1[N:6]([CH3:7])[NH:5][C:4](=[O:8])[CH:3]=1.[Br:9][C:10]1[CH:11]=[C:12]([CH:15]=[CH:16][C:17]=1[F:18])[CH:13]=O.[CH3:19][CH:20]1[C:25](=[O:26])[CH2:24][C:23](=O)[CH2:22][O:21]1, predict the reaction product. The product is: [Br:9][C:10]1[CH:11]=[C:12]([CH:13]2[C:3]3[C:4](=[O:8])[NH:5][N:6]([CH3:7])[C:2]=3[NH:1][C:23]3[CH2:22][O:21][CH:20]([CH3:19])[C:25](=[O:26])[C:24]2=3)[CH:15]=[CH:16][C:17]=1[F:18]. (7) Given the reactants C([NH:9][C:10]1[S:11][CH2:12][C@@H:13]2[C@@H:18]([C:19]([F:22])([F:21])[CH3:20])[O:17][CH2:16][C@:14]2([C:23]2[CH:24]=[C:25]([NH:30][C:31]([C:33]3[CH:38]=[N:37][C:36]([N:39]4[CH:43]=[N:42][CH:41]=[N:40]4)=[CH:35][N:34]=3)=[O:32])[CH:26]=[CH:27][C:28]=2[F:29])[N:15]=1)(=O)C1C=CC=CC=1.Cl.CON.N1C=CC=CC=1, predict the reaction product. The product is: [NH2:9][C:10]1[S:11][CH2:12][C@@H:13]2[C@@H:18]([C:19]([F:21])([F:22])[CH3:20])[O:17][CH2:16][C@:14]2([C:23]2[CH:24]=[C:25]([NH:30][C:31]([C:33]3[CH:38]=[N:37][C:36]([N:39]4[CH:43]=[N:42][CH:41]=[N:40]4)=[CH:35][N:34]=3)=[O:32])[CH:26]=[CH:27][C:28]=2[F:29])[N:15]=1.